Dataset: Catalyst prediction with 721,799 reactions and 888 catalyst types from USPTO. Task: Predict which catalyst facilitates the given reaction. Reactant: [C:1]([O:5][C:6](=[O:20])[CH2:7][CH2:8][C:9]1[C:14]([CH3:15])=[CH:13][C:12]([C:16](=O)[NH2:17])=[CH:11][C:10]=1[CH3:19])([CH3:4])([CH3:3])[CH3:2].CCN(CC)CC.FC(F)(F)C(OC(=O)C(F)(F)F)=O. Product: [C:1]([O:5][C:6](=[O:20])[CH2:7][CH2:8][C:9]1[C:10]([CH3:19])=[CH:11][C:12]([C:16]#[N:17])=[CH:13][C:14]=1[CH3:15])([CH3:4])([CH3:3])[CH3:2]. The catalyst class is: 2.